This data is from Forward reaction prediction with 1.9M reactions from USPTO patents (1976-2016). The task is: Predict the product of the given reaction. (1) Given the reactants [F:1][C@@H:2]1[CH2:7][NH:6][CH2:5][C@H:4]([NH:8][C:9]2[C:10]3[CH:17]=[CH:16][NH:15][C:11]=3[N:12]=[CH:13][N:14]=2)[CH2:3]1.[C:18](Cl)(=[O:21])[CH:19]=[CH2:20].C(Cl)Cl.CO, predict the reaction product. The product is: [N:12]1[C:11]2[NH:15][CH:16]=[CH:17][C:10]=2[C:9]([NH:8][C@@H:4]2[CH2:3][C@H:2]([F:1])[CH2:7][N:6]([C:18](=[O:21])[CH:19]=[CH2:20])[CH2:5]2)=[N:14][CH:13]=1. (2) Given the reactants [N:1]1[CH:6]=[CH:5][C:4]([C:7]2[N:11]3[CH2:12][CH2:13][CH2:14][NH:15][C:10]3=[N:9][N:8]=2)=[CH:3][CH:2]=1.Cl[CH2:17][C:18]1[O:22][C:21]([C:23]2[CH:24]=[C:25]([CH:28]=[CH:29][CH:30]=2)[C:26]#[N:27])=[N:20][N:19]=1.C([O-])([O-])=O.[K+].[K+], predict the reaction product. The product is: [N:1]1[CH:6]=[CH:5][C:4]([C:7]2[N:11]3[CH2:12][CH2:13][CH2:14][N:15]([CH2:17][C:18]4[O:22][C:21]([C:23]5[CH:24]=[C:25]([CH:28]=[CH:29][CH:30]=5)[C:26]#[N:27])=[N:20][N:19]=4)[C:10]3=[N:9][N:8]=2)=[CH:3][CH:2]=1. (3) Given the reactants [O:1]=[C:2]1[CH:8]([CH2:9][C:10]([O:12]C)=[O:11])[CH2:7][C:6]2[CH:14]=[CH:15][C:16]([O:18][CH2:19][CH2:20][CH2:21][N:22]([C:30]3[CH:35]=[CH:34][CH:33]=[CH:32][N:31]=3)[C:23]([O:25][C:26]([CH3:29])([CH3:28])[CH3:27])=[O:24])=[CH:17][C:5]=2[CH2:4][N:3]1[CH2:36][C:37]1[CH:42]=[CH:41][C:40]([C:43]([F:46])([F:45])[F:44])=[CH:39][CH:38]=1.N1C=CC=CC=1NCCCOC1C=CC2CC(CC(OCC)=O)C(=O)NCC=2C=1, predict the reaction product. The product is: [O:1]=[C:2]1[CH:8]([CH2:9][C:10]([OH:12])=[O:11])[CH2:7][C:6]2[CH:14]=[CH:15][C:16]([O:18][CH2:19][CH2:20][CH2:21][N:22]([C:30]3[CH:35]=[CH:34][CH:33]=[CH:32][N:31]=3)[C:23]([O:25][C:26]([CH3:29])([CH3:28])[CH3:27])=[O:24])=[CH:17][C:5]=2[CH2:4][N:3]1[CH2:36][C:37]1[CH:42]=[CH:41][C:40]([C:43]([F:46])([F:44])[F:45])=[CH:39][CH:38]=1. (4) The product is: [CH2:21]([O:28]/[N:29]=[C:30]1\[CH2:31][CH2:32][C:33]2[C:38]\1=[CH:37][CH:36]=[C:35]([C:2]1[C:3]([C:15]3[CH:20]=[CH:19][N:18]=[CH:17][CH:16]=3)=[N:4][N:5]([C:7]3[CH:14]=[CH:13][C:10]([C:11]#[N:12])=[CH:9][N:8]=3)[CH:6]=1)[CH:34]=2)[C:22]1[CH:23]=[CH:24][CH:25]=[CH:26][CH:27]=1. Given the reactants Br[C:2]1[C:3]([C:15]2[CH:20]=[CH:19][N:18]=[CH:17][CH:16]=2)=[N:4][N:5]([C:7]2[CH:14]=[CH:13][C:10]([C:11]#[N:12])=[CH:9][N:8]=2)[CH:6]=1.[CH2:21]([O:28]/[N:29]=[C:30]1\[CH2:31][CH2:32][C:33]2[C:38]\1=[CH:37][CH:36]=[C:35](B(O)O)[CH:34]=2)[C:22]1[CH:27]=[CH:26][CH:25]=[CH:24][CH:23]=1.C(=O)([O-])[O-].[K+].[K+], predict the reaction product. (5) Given the reactants [I-].[CH3:2][S+](C)(C)=O.[H-].[Na+].[F:9][C:10]([F:33])([F:32])[C:11](=[O:31])[CH2:12][C:13]([CH3:30])([C:15]1[C:23]2[O:22][CH2:21][CH2:20][C:19]=2[CH:18]=[C:17]([C:24]2[CH:25]=[N:26][CH:27]=[N:28][CH:29]=2)[CH:16]=1)[CH3:14].O, predict the reaction product. The product is: [CH3:14][C:13]([C:15]1[C:23]2[O:22][CH2:21][CH2:20][C:19]=2[CH:18]=[C:17]([C:24]2[CH:29]=[N:28][CH:27]=[N:26][CH:25]=2)[CH:16]=1)([CH3:30])[CH2:12][C:11]1([C:10]([F:32])([F:9])[F:33])[CH2:2][O:31]1. (6) Given the reactants C(OC(=O)N)C1C=CC=CC=1.[CH2:12]([O:19][C:20](=[O:55])[NH:21][C:22]1[CH:27]=[C:26]([C:28]2[CH:36]=[CH:35][CH:34]=[C:33]3[C:29]=2[CH:30]=[CH:31][N:32]3[Si](C(C)C)(C(C)C)C(C)C)[CH:25]=[C:24]([C:47]([C:49]2[CH:50]=[N:51][CH:52]=[CH:53][CH:54]=2)=[O:48])[CH:23]=1)[C:13]1[CH:18]=[CH:17][CH:16]=[CH:15][CH:14]=1, predict the reaction product. The product is: [CH2:12]([O:19][C:20](=[O:55])[NH:21][C:22]1[CH:23]=[C:24]([C:47]([C:49]2[CH:50]=[N:51][CH:52]=[CH:53][CH:54]=2)=[O:48])[CH:25]=[C:26]([C:28]2[CH:36]=[CH:35][CH:34]=[C:33]3[C:29]=2[CH:30]=[CH:31][NH:32]3)[CH:27]=1)[C:13]1[CH:18]=[CH:17][CH:16]=[CH:15][CH:14]=1.